Dataset: Reaction yield outcomes from USPTO patents with 853,638 reactions. Task: Predict the reaction yield, written as a fraction of the theoretical maximum amount of product (1.0 means a 100% yield; for example, 0.34 means a 34% yield). The reactants are [C:1]([C:3]1[C:4]([C:17]2[CH:22]=[CH:21][C:20]([O:23][CH3:24])=[CH:19][CH:18]=2)=[C:5]([C:14]([OH:16])=O)[S:6][C:7]=1[N:8]1[CH2:13][CH2:12][O:11][CH2:10][CH2:9]1)#[N:2].C1C=CC2N(O)N=[N:31]C=2C=1.CCN=C=NCCCN(C)C.N. The catalyst is C(Cl)Cl. The product is [C:1]([C:3]1[C:4]([C:17]2[CH:18]=[CH:19][C:20]([O:23][CH3:24])=[CH:21][CH:22]=2)=[C:5]([C:14]([NH2:31])=[O:16])[S:6][C:7]=1[N:8]1[CH2:13][CH2:12][O:11][CH2:10][CH2:9]1)#[N:2]. The yield is 0.800.